Task: Predict the product of the given reaction.. Dataset: Forward reaction prediction with 1.9M reactions from USPTO patents (1976-2016) Given the reactants [CH3:1][C:2]1([CH3:14])[C:6]([CH3:8])([CH3:7])[O:5][B:4]([C:9]2[CH:10]=[N:11][NH:12][CH:13]=2)[O:3]1.Br[CH:16]([CH3:20])[CH2:17][C:18]#[N:19].C(=O)([O-])[O-].[Cs+].[Cs+], predict the reaction product. The product is: [CH3:1][C:2]1([CH3:14])[C:6]([CH3:7])([CH3:8])[O:5][B:4]([C:9]2[CH:13]=[N:12][N:11]([CH:16]([CH3:20])[CH2:17][C:18]#[N:19])[CH:10]=2)[O:3]1.